This data is from Forward reaction prediction with 1.9M reactions from USPTO patents (1976-2016). The task is: Predict the product of the given reaction. (1) The product is: [OH:16][CH2:15][CH:11]1[CH2:12][CH2:13][CH2:14][CH:9]([NH:8][C:6](=[O:7])[O:5][C:1]([CH3:3])([CH3:2])[CH3:4])[CH2:10]1. Given the reactants [C:1]([O:5][C:6]([NH:8][CH:9]1[CH2:14][CH2:13][CH2:12][CH:11]([C:15](O)=[O:16])[CH2:10]1)=[O:7])([CH3:4])([CH3:3])[CH3:2].C(N(CC)CC)C.ClC(OCC)=O.[BH4-].[Na+], predict the reaction product. (2) Given the reactants [CH3:1][O:2][C:3](=[O:12])[CH2:4][C:5]1[CH:10]=[CH:9][CH:8]=[C:7](Br)[CH:6]=1.C1(P(C2CCCCC2)C2C=CC=CC=2C2C(OC)=CC=CC=2OC)CCCCC1.P([O-])([O-])([O-])=O.[K+].[K+].[K+].[CH2:50]([C:52]([OH:84])([CH2:82][CH3:83])[CH:53]=[CH:54][C:55]1[CH:60]=[CH:59][C:58]([C:61]([CH2:79][CH3:80])([C:64]2[CH:69]=[CH:68][C:67](B3OC(C)(C)C(C)(C)O3)=[CH:66][CH:65]=2)[CH2:62][CH3:63])=[CH:57][C:56]=1[CH3:81])[CH3:51].C(=O)(O)[O-].[Na+], predict the reaction product. The product is: [CH3:1][O:2][C:3](=[O:12])[CH2:4][C:5]1[CH:6]=[C:7]([C:67]2[CH:66]=[CH:65][C:64]([C:61]([CH2:79][CH3:80])([C:58]3[CH:59]=[CH:60][C:55](/[CH:54]=[CH:53]/[C:52]([CH2:82][CH3:83])([OH:84])[CH2:50][CH3:51])=[C:56]([CH3:81])[CH:57]=3)[CH2:62][CH3:63])=[CH:69][CH:68]=2)[CH:8]=[CH:9][CH:10]=1. (3) Given the reactants [F:1][C:2]([F:21])([C:7]([F:20])([F:19])[CH2:8][O:9][CH2:10][CH2:11][CH2:12][C:13]1[CH:18]=[CH:17][CH:16]=[CH:15][CH:14]=1)[CH2:3][CH2:4][CH2:5][OH:6].C1(CCCCOCCC=O)C=CC=CC=1, predict the reaction product. The product is: [F:1][C:2]([F:21])([C:7]([F:19])([F:20])[CH2:8][O:9][CH2:10][CH2:11][CH2:12][C:13]1[CH:14]=[CH:15][CH:16]=[CH:17][CH:18]=1)[CH2:3][CH2:4][CH:5]=[O:6]. (4) Given the reactants Cl.[N+:2]([C:5]1[CH:14]=[C:13]2[C:8]([CH2:9][CH2:10][NH:11][CH2:12]2)=[CH:7][CH:6]=1)([O-])=O.C([O-])(O)=O.[Na+], predict the reaction product. The product is: [NH2:2][C:5]1[CH:14]=[C:13]2[C:8]([CH2:9][CH2:10][NH:11][CH2:12]2)=[CH:7][CH:6]=1. (5) The product is: [C:8]1([S:14]([NH:17][CH:18]([C:25]2[CH:30]=[CH:29][CH:28]=[C:27]([NH:31][S:32]([C:35]3[CH:40]=[CH:39][CH:38]=[C:37]([NH:41][C:42]([NH2:51])=[NH:43])[CH:36]=3)(=[O:34])=[O:33])[CH:26]=2)[CH2:19][C:20]([O:22][CH2:23][CH3:24])=[O:21])(=[O:15])=[O:16])[CH:9]=[CH:10][CH:11]=[CH:12][CH:13]=1. Given the reactants FC(F)(F)C(O)=O.[C:8]1([S:14]([NH:17][CH:18]([C:25]2[CH:30]=[CH:29][CH:28]=[C:27]([NH:31][S:32]([C:35]3[CH:40]=[CH:39][CH:38]=[C:37]([N:41](C(OC(C)(C)C)=O)[C:42]([NH2:51])=[N:43]C(OC(C)(C)C)=O)[CH:36]=3)(=[O:34])=[O:33])[CH:26]=2)[CH2:19][C:20]([O:22][CH2:23][CH3:24])=[O:21])(=[O:16])=[O:15])[CH:13]=[CH:12][CH:11]=[CH:10][CH:9]=1, predict the reaction product. (6) Given the reactants [F:1][C:2]([F:19])([F:18])[C:3]1[CH:8]=[CH:7][C:6]([C:9](=O)[CH2:10][C:11](=O)[C:12]([F:15])([F:14])[F:13])=[CH:5][CH:4]=1.[NH2:20][C:21]1[C:25]([C:26]2[CH:31]=[CH:30][N:29]=[CH:28][CH:27]=2)=[CH:24][NH:23][N:22]=1, predict the reaction product. The product is: [F:1][C:2]([F:19])([F:18])[C:3]1[CH:8]=[CH:7][C:6]([C:9]2[CH:10]=[C:11]([C:12]([F:15])([F:14])[F:13])[N:22]3[N:23]=[CH:24][C:25]([C:26]4[CH:31]=[CH:30][N:29]=[CH:28][CH:27]=4)=[C:21]3[N:20]=2)=[CH:5][CH:4]=1.